Predict the reactants needed to synthesize the given product. From a dataset of Full USPTO retrosynthesis dataset with 1.9M reactions from patents (1976-2016). Given the product [CH2:1]([O:3][C:4]1[CH:5]=[C:6]([F:40])[C:7]([CH2:8][N:9]2[C:17]3[C:12](=[CH:13][CH:14]=[CH:15][CH:16]=3)[C:11]([C:18]3[N:23]=[C:22]([NH:24][C:25]4[CH:26]=[CH:27][N:28]=[CH:29][CH:30]=4)[C:21]([O:31][CH2:32][CH2:33][S:34]([CH3:36])(=[O:45])=[O:35])=[CH:20][N:19]=3)=[N:10]2)=[C:37]([F:39])[CH:38]=1)[CH3:2], predict the reactants needed to synthesize it. The reactants are: [CH2:1]([O:3][C:4]1[CH:38]=[C:37]([F:39])[C:7]([CH2:8][N:9]2[C:17]3[C:12](=[CH:13][CH:14]=[CH:15][CH:16]=3)[C:11]([C:18]3[N:23]=[C:22]([NH:24][C:25]4[CH:30]=[CH:29][N:28]=[CH:27][CH:26]=4)[C:21]([O:31][CH2:32][CH2:33][S:34]([CH3:36])=[O:35])=[CH:20][N:19]=3)=[N:10]2)=[C:6]([F:40])[CH:5]=1)[CH3:2].OO.CC[O:45]C(/N=N/C(OCC)=O)=O.